From a dataset of Full USPTO retrosynthesis dataset with 1.9M reactions from patents (1976-2016). Predict the reactants needed to synthesize the given product. (1) Given the product [C:1]([N:4]1[CH2:9][CH2:8][CH:7]([CH2:10][C:11]([NH:13][C:14]2[CH:19]=[N:18][C:17]([C:26]3[CH:25]=[CH:24][CH:23]=[C:22]([Cl:21])[CH:27]=3)=[CH:16][N:15]=2)=[O:12])[CH2:6][CH2:5]1)(=[O:3])[CH3:2], predict the reactants needed to synthesize it. The reactants are: [C:1]([N:4]1[CH2:9][CH2:8][CH:7]([CH2:10][C:11]([NH:13][C:14]2[CH:19]=[N:18][C:17](Br)=[CH:16][N:15]=2)=[O:12])[CH2:6][CH2:5]1)(=[O:3])[CH3:2].[Cl:21][C:22]1[CH:23]=[C:24](B(O)O)[CH:25]=[CH:26][CH:27]=1. (2) Given the product [Br:25][C:26]1[CH:33]=[CH:32][CH:31]=[CH:30][C:27]=1[CH:28]([CH:17]1[CH:16]([C:15]([CH3:19])([CH3:18])[CH3:14])[O:37]1)[OH:29], predict the reactants needed to synthesize it. The reactants are: B(C1CCCCC1)C1CCCCC1.[CH3:14][C:15]([CH3:19])([CH3:18])[C:16]#[CH:17].[Zn](CC)CC.[Br:25][C:26]1[CH:33]=[CH:32][CH:31]=[CH:30][C:27]=1[CH:28]=[O:29].CC([O:37]C([C@H](O)[C@@H](O)C(OC(C)C)=O)=O)C. (3) Given the product [F:69][C:70]1[CH:75]=[C:74]([O:76][CH3:77])[C:73]([F:78])=[CH:72][C:71]=1[N:79]1[CH2:84][CH2:83][CH:82](/[CH:85]=[CH:42]\[CH2:43][C:44]2[CH:45]=[CH:46][CH:47]=[CH:48][CH:49]=2)[CH2:81][CH2:80]1, predict the reactants needed to synthesize it. The reactants are: [Cl-].COC[P+](C1C=CC=CC=1)(C1C=CC=CC=1)C1C=CC=CC=1.FC1C=C(OC)C(F)=CC=1N1CCC(=O)CC1.[Br-].[CH2:42]([P+](C1C=CC=CC=1)(C1C=CC=CC=1)C1C=CC=CC=1)[CH2:43][C:44]1[CH:49]=[CH:48][CH:47]=[CH:46][CH:45]=1.[F:69][C:70]1[CH:75]=[C:74]([O:76][CH3:77])[C:73]([F:78])=[CH:72][C:71]=1[N:79]1[CH2:84][CH2:83][CH:82]([CH:85]=O)[CH2:81][CH2:80]1.